Dataset: Forward reaction prediction with 1.9M reactions from USPTO patents (1976-2016). Task: Predict the product of the given reaction. (1) Given the reactants [H-].[Al+3].[Li+].[H-].[H-].[H-].[CH:7]1([CH2:10][O:11][C:12]2[CH:13]=[CH:14][C:15]3[C:19]([CH:20]=2)=[N:18][N:17]([C@H:21]2[CH2:26][CH2:25][C@H:24]([C:27](OC)=[O:28])[CH2:23][CH2:22]2)[CH:16]=3)[CH2:9][CH2:8]1.O.[OH-].[Na+], predict the reaction product. The product is: [CH:7]1([CH2:10][O:11][C:12]2[CH:13]=[CH:14][C:15]3[C:19]([CH:20]=2)=[N:18][N:17]([C@H:21]2[CH2:26][CH2:25][C@H:24]([CH2:27][OH:28])[CH2:23][CH2:22]2)[CH:16]=3)[CH2:9][CH2:8]1. (2) Given the reactants [I-].[C:2]1([S+:8]([C:15]2[CH:20]=[CH:19][CH:18]=[CH:17][CH:16]=2)[C:9]2[CH:14]=[CH:13][CH:12]=[CH:11][CH:10]=2)[CH:7]=[CH:6][CH:5]=[CH:4][CH:3]=1.C([O-])([O-])(OCC)C.[C:28]12([CH2:38][S:39]([OH:42])(=[O:41])=[O:40])[C:35]([CH3:37])([CH3:36])[CH:32]([CH2:33][CH2:34]1)[CH2:31][C:29]2=[O:30].N, predict the reaction product. The product is: [C:28]12([CH2:38][S:39]([O-:42])(=[O:40])=[O:41])[C:35]([CH3:37])([CH3:36])[CH:32]([CH2:33][CH2:34]1)[CH2:31][C:29]2=[O:30].[C:15]1([S+:8]([C:2]2[CH:3]=[CH:4][CH:5]=[CH:6][CH:7]=2)[C:9]2[CH:14]=[CH:13][CH:12]=[CH:11][CH:10]=2)[CH:16]=[CH:17][CH:18]=[CH:19][CH:20]=1. (3) Given the reactants [Br:1][C:2]1[C:7](=[O:8])[N:6]([C:9]2[CH:10]=[C:11]([CH:15]=[CH:16][C:17]=2[CH3:18])[C:12]([OH:14])=O)[C:5]([CH3:19])=[N:4][C:3]=1[O:20][CH2:21][C:22]1[CH:27]=[CH:26][C:25]([F:28])=[CH:24][C:23]=1[F:29].[CH2:30]([O:34]C(Cl)=O)C(C)C.C[N:39]1CC[O:42][CH2:41][CH2:40]1, predict the reaction product. The product is: [Br:1][C:2]1[C:7](=[O:8])[N:6]([C:9]2[CH:10]=[C:11]([CH:15]=[CH:16][C:17]=2[CH3:18])[C:12]([NH:39][CH2:40][C@H:41]([OH:42])[CH2:30][OH:34])=[O:14])[C:5]([CH3:19])=[N:4][C:3]=1[O:20][CH2:21][C:22]1[CH:27]=[CH:26][C:25]([F:28])=[CH:24][C:23]=1[F:29]. (4) Given the reactants [CH:1]1([C:5]2[NH:13][C:8]3=[N:9][CH:10]=[CH:11][CH:12]=[C:7]3[CH:6]=2)[CH2:4][CH2:3][CH2:2]1.ClC1C=CC=C(C(OO)=[O:22])C=1, predict the reaction product. The product is: [CH:1]1([C:5]2[NH:13][C:8]3=[N+:9]([O-:22])[CH:10]=[CH:11][CH:12]=[C:7]3[CH:6]=2)[CH2:2][CH2:3][CH2:4]1. (5) The product is: [Cl:9][CH2:10][C:11]1[N:1]=[C:2]2[CH:7]=[CH:6][CH:5]=[C:4]([CH3:8])[N:3]2[C:13](=[O:14])[CH:12]=1. Given the reactants [NH2:1][C:2]1[CH:7]=[CH:6][CH:5]=[C:4]([CH3:8])[N:3]=1.[Cl:9][CH2:10][C:11](=O)[CH2:12][C:13](OCC)=[O:14], predict the reaction product. (6) Given the reactants [Br:1][C:2]1(C=O)[C:11]2[C:6](=[CH:7][CH:8]=[CH:9][CH:10]=2)[CH:5]=[CH:4][CH2:3]1.BrC1C=CC(F)=CC=1[CH2:22][O:23][CH2:24][O:25][CH3:26], predict the reaction product. The product is: [Br:1][C:2]1[C:11]2[C:6](=[CH:7][CH:8]=[CH:9][CH:10]=2)[CH:5]=[CH:4][C:3]=1[CH2:22][O:23][CH2:24][O:25][CH3:26]. (7) Given the reactants [CH3:1][O:2][C:3]1[CH:12]=[C:11]([O:13][CH3:14])[CH:10]=[C:9]2[C:4]=1[C:5](=[O:27])[NH:6][C:7]([C:15]1[CH:20]=[CH:19][C:18]([N:21]3[CH2:26][CH2:25][NH:24][CH2:23][CH2:22]3)=[CH:17][CH:16]=1)=[N:8]2.[Cl:28][C:29]1[S:30][C:31]([Cl:37])=[CH:32][C:33]=1[C:34](Cl)=[O:35].CCN(CC)CC, predict the reaction product. The product is: [Cl:28][C:29]1[S:30][C:31]([Cl:37])=[CH:32][C:33]=1[C:34]([N:24]1[CH2:23][CH2:22][N:21]([C:18]2[CH:19]=[CH:20][C:15]([C:7]3[NH:6][C:5](=[O:27])[C:4]4[C:9](=[CH:10][C:11]([O:13][CH3:14])=[CH:12][C:3]=4[O:2][CH3:1])[N:8]=3)=[CH:16][CH:17]=2)[CH2:26][CH2:25]1)=[O:35].